From a dataset of Forward reaction prediction with 1.9M reactions from USPTO patents (1976-2016). Predict the product of the given reaction. (1) Given the reactants [CH3:1][Si:2]([CH3:18])([CH3:17])[C:3]1[CH:4]=[C:5]([C:9]2[N:14]=[C:13]([CH:15]=O)[CH:12]=[CH:11][CH:10]=2)[CH:6]=[CH:7][CH:8]=1.[NH2:19][C:20]([CH3:24])([CH3:23])[CH2:21][OH:22].C(O)(=O)C.C([BH3-])#N, predict the reaction product. The product is: [CH3:23][C:20]([NH:19][CH2:15][C:13]1[CH:12]=[CH:11][CH:10]=[C:9]([C:5]2[CH:6]=[CH:7][CH:8]=[C:3]([Si:2]([CH3:18])([CH3:17])[CH3:1])[CH:4]=2)[N:14]=1)([CH3:24])[CH2:21][OH:22]. (2) Given the reactants Br[CH2:2][CH2:3][CH2:4][O:5][Si:6]([C:9]([CH3:12])([CH3:11])[CH3:10])([CH3:8])[CH3:7].[O:13]=[C:14]1[NH:19][CH2:18][CH2:17][N:16]([C:20]([O:22][C:23]([CH3:26])([CH3:25])[CH3:24])=[O:21])[CH2:15]1.[OH-].[K+], predict the reaction product. The product is: [Si:6]([O:5][CH2:4][CH2:3][CH2:2][N:19]1[CH2:18][CH2:17][N:16]([C:20]([O:22][C:23]([CH3:25])([CH3:24])[CH3:26])=[O:21])[CH2:15][C:14]1=[O:13])([C:9]([CH3:12])([CH3:11])[CH3:10])([CH3:8])[CH3:7]. (3) Given the reactants CCN(C(C)C)C(C)C.F[P-](F)(F)(F)(F)F.Br[P+](N1CCCC1)(N1CCCC1)N1CCCC1.[C:34]([O:38][C:39]([CH:41]1[CH2:46][CH2:45][NH:44][CH2:43][CH2:42]1)=[O:40])([CH3:37])([CH3:36])[CH3:35].[C:47]([CH:49]1[C:54](=O)[N:53]=[C:52]([CH2:56][N:57]2[CH2:62][CH2:61][CH2:60][CH2:59][C:58]2=[O:63])[C:51]([C:64]([O:66][CH2:67][CH3:68])=[O:65])=[CH:50]1)#[N:48].C([O-])(O)=O.[Na+], predict the reaction product. The product is: [C:34]([O:38][C:39]([CH:41]1[CH2:46][CH2:45][N:44]([C:54]2[C:49]([C:47]#[N:48])=[CH:50][C:51]([C:64]([O:66][CH2:67][CH3:68])=[O:65])=[C:52]([CH2:56][N:57]3[CH2:62][CH2:61][CH2:60][CH2:59][C:58]3=[O:63])[N:53]=2)[CH2:43][CH2:42]1)=[O:40])([CH3:37])([CH3:35])[CH3:36]. (4) Given the reactants [CH3:1][O:2][C:3]1[CH:12]=[CH:11][C:10]([N:13]2[C:17]([S:18][CH3:19])=[N:16][N:15]=[N:14]2)=[CH:9][C:4]=1[C:5]([O:7]C)=[O:6].[OH-].[Li+], predict the reaction product. The product is: [CH3:1][O:2][C:3]1[CH:12]=[CH:11][C:10]([N:13]2[C:17]([S:18][CH3:19])=[N:16][N:15]=[N:14]2)=[CH:9][C:4]=1[C:5]([OH:7])=[O:6]. (5) Given the reactants [F:1][C:2]([F:16])([F:15])[CH2:3][N:4]1[CH2:9][CH2:8][CH:7]([C:10]([O:12]CC)=[O:11])[CH2:6][CH2:5]1.[OH-].[Na+].Cl, predict the reaction product. The product is: [F:16][C:2]([F:1])([F:15])[CH2:3][N:4]1[CH2:9][CH2:8][CH:7]([C:10]([OH:12])=[O:11])[CH2:6][CH2:5]1. (6) Given the reactants C(N(S(F)(F)[F:7])CC)C.[CH3:10][O:11][C:12]([C@H:14]1[CH2:18][C@H:17](O)[CH2:16][N:15]1[C:20]([O:22][C:23]([CH3:26])([CH3:25])[CH3:24])=[O:21])=[O:13], predict the reaction product. The product is: [CH3:10][O:11][C:12]([C@H:14]1[CH2:18][C@@H:17]([F:7])[CH2:16][N:15]1[C:20]([O:22][C:23]([CH3:26])([CH3:25])[CH3:24])=[O:21])=[O:13]. (7) Given the reactants [O:1]1[CH:5]=[CH:4][C:3]([C:6]2[O:10][N:9]=[C:8]([C:11]([OH:13])=O)[N:7]=2)=[N:2]1.[NH2:14][C@@H:15]([CH3:32])[CH2:16][N:17]1[CH:21]=[CH:20][C:19]([C:22]2[CH:29]=[C:28]([F:30])[C:25]([C:26]#[N:27])=[C:24]([Cl:31])[CH:23]=2)=[N:18]1.CN(C=O)C, predict the reaction product. The product is: [Cl:31][C:24]1[CH:23]=[C:22]([C:19]2[CH:20]=[CH:21][N:17]([CH2:16][C@@H:15]([NH:14][C:11]([C:8]3[N:7]=[C:6]([C:3]4[CH:4]=[CH:5][O:1][N:2]=4)[O:10][N:9]=3)=[O:13])[CH3:32])[N:18]=2)[CH:29]=[C:28]([F:30])[C:25]=1[C:26]#[N:27].